Dataset: Forward reaction prediction with 1.9M reactions from USPTO patents (1976-2016). Task: Predict the product of the given reaction. (1) Given the reactants [Cl:1][C:2]1[N:3]=[C:4](Cl)[C:5]2[CH:10]=[CH:9][N:8]([C:11]([O:13][C:14]([CH3:17])([CH3:16])[CH3:15])=[O:12])[C:6]=2[N:7]=1.[CH3:19]B1OB(C)OB(C)O1.[O-]P([O-])([O-])=O.[K+].[K+].[K+], predict the reaction product. The product is: [Cl:1][C:2]1[N:3]=[C:4]([CH3:19])[C:5]2[CH:10]=[CH:9][N:8]([C:11]([O:13][C:14]([CH3:17])([CH3:16])[CH3:15])=[O:12])[C:6]=2[N:7]=1. (2) Given the reactants C[O:2][C:3]([C:5]1[N:6]=[C:7]([C:24]#[N:25])[C:8]2[C:9](=[O:23])[N:10]([CH2:16][C:17]3[CH:22]=[CH:21][CH:20]=[CH:19][CH:18]=3)[CH:11]=[CH:12][C:13]=2[C:14]=1[OH:15])=O.[NH2:26][CH2:27][C:28]1[CH:33]=[CH:32][N:31]=[CH:30][CH:29]=1.C(O)(=O)C.O, predict the reaction product. The product is: [N:31]1[CH:32]=[CH:33][C:28]([CH2:27][NH:26][C:3]([C:5]2[N:6]=[C:7]([C:24]#[N:25])[C:8]3[C:9](=[O:23])[N:10]([CH2:16][C:17]4[CH:18]=[CH:19][CH:20]=[CH:21][CH:22]=4)[CH:11]=[CH:12][C:13]=3[C:14]=2[OH:15])=[O:2])=[CH:29][CH:30]=1. (3) Given the reactants [C:1]([OH:13])(=[O:12])[CH2:2][C:3]([CH2:8][C:9]([OH:11])=[O:10])([C:5]([OH:7])=[O:6])[OH:4].[OH-].[Na+], predict the reaction product. The product is: [C:1]([O-:13])(=[O:12])[CH2:2][C:3]([CH2:8][C:9]([O-:11])=[O:10])([C:5]([O-:7])=[O:6])[OH:4].[C:1]([OH:13])(=[O:12])[CH2:2][C:3]([CH2:8][C:9]([OH:11])=[O:10])([C:5]([OH:7])=[O:6])[OH:4]. (4) Given the reactants [CH3:1][C:2]1[CH:3]=[N:4][CH:5]=[C:6]([CH:16]=1)[C:7]([NH:9][CH:10]1[CH2:15][CH2:14][NH:13][CH2:12][CH2:11]1)=[O:8].[NH2:17][C:18]1[C:19]([I:29])=[C:20]([O:26][CH2:27][CH3:28])[CH:21]=[C:22]([CH:25]=1)[CH:23]=O, predict the reaction product. The product is: [NH2:17][C:18]1[C:19]([I:29])=[C:20]([O:26][CH2:27][CH3:28])[CH:21]=[C:22]([CH:25]=1)[CH2:23][N:13]1[CH2:12][CH2:11][CH:10]([NH:9][C:7](=[O:8])[C:6]2[CH:16]=[C:2]([CH3:1])[CH:3]=[N:4][CH:5]=2)[CH2:15][CH2:14]1. (5) Given the reactants [N+:1]([C:4]1[CH:14]=[CH:13][CH:12]=[C:6]2[C:7]([NH:9][C:10](=[O:11])[C:5]=12)=[O:8])([O-:3])=[O:2].[H-].[Na+].Br[CH2:18][C:19]([O:21][C:22]([CH3:25])([CH3:24])[CH3:23])=[O:20].O, predict the reaction product. The product is: [N+:1]([C:4]1[CH:14]=[CH:13][CH:12]=[C:6]2[C:5]=1[C:10](=[O:11])[N:9]([CH2:18][C:19]([O:21][C:22]([CH3:25])([CH3:24])[CH3:23])=[O:20])[C:7]2=[O:8])([O-:3])=[O:2]. (6) Given the reactants [CH3:1][C:2]1[C:6]([CH:7]=[O:8])=[C:5]([CH3:9])[O:4][N:3]=1.[CH3:10][Mg+].[Br-].O, predict the reaction product. The product is: [CH3:1][C:2]1[C:6]([CH:7]([OH:8])[CH3:10])=[C:5]([CH3:9])[O:4][N:3]=1. (7) Given the reactants O=P(Cl)(Cl)Cl.CN(C=O)C.[CH2:11]([N:18]1[C:23](=[O:24])[C:22]2[C:25]3[CH2:31][CH2:30][CH2:29][C:28](=[O:32])[C:26]=3[S:27][C:21]=2[N:20]=[C:19]1[C:33]1[CH:38]=[C:37]([O:39][CH3:40])[C:36]([O:41][CH3:42])=[C:35]([O:43][CH3:44])[CH:34]=1)[C:12]1[CH:17]=[CH:16][CH:15]=[CH:14][CH:13]=1.C[N+](C)=[CH:47][Cl:48].[Cl-], predict the reaction product. The product is: [CH2:11]([N:18]1[C:23](=[O:24])[C:22]2[C:25]3[CH2:31][CH2:30][C:29]([CH:28]=[O:32])=[C:47]([Cl:48])[C:26]=3[S:27][C:21]=2[N:20]=[C:19]1[C:33]1[CH:38]=[C:37]([O:39][CH3:40])[C:36]([O:41][CH3:42])=[C:35]([O:43][CH3:44])[CH:34]=1)[C:12]1[CH:13]=[CH:14][CH:15]=[CH:16][CH:17]=1. (8) Given the reactants [Cl:1][C:2]1[N:7]=[C:6](Cl)[C:5]([N+:9]([O-:11])=[O:10])=[CH:4][N:3]=1.C(=O)([O-])[O-].[K+].[K+].[O:18]1[C:22]2([CH2:27][CH2:26][CH:25]([NH:28][C@@H:29]([C:31]([O:33][CH3:34])=[O:32])[CH3:30])[CH2:24][CH2:23]2)[O:21][CH2:20][CH2:19]1, predict the reaction product. The product is: [Cl:1][C:2]1[N:7]=[C:6]([N:28]([CH:25]2[CH2:26][CH2:27][C:22]3([O:18][CH2:19][CH2:20][O:21]3)[CH2:23][CH2:24]2)[C@@H:29]([C:31]([O:33][CH3:34])=[O:32])[CH3:30])[C:5]([N+:9]([O-:11])=[O:10])=[CH:4][N:3]=1. (9) The product is: [CH3:30][N:16]([CH3:15])[CH2:17][CH2:18][CH2:19][C:20]1[C:25]([O:26][CH2:27][CH2:28][O:29][C:2]2[C:7]([N:8]3[CH2:13][CH2:12][NH:11][CH2:10][C@H:9]3[CH3:14])=[N:6][CH:5]=[CH:4][N:3]=2)=[CH:24][CH:23]=[CH:22][N:21]=1. Given the reactants Cl[C:2]1[C:7]([N:8]2[CH2:13][CH2:12][NH:11][CH2:10][C@H:9]2[CH3:14])=[N:6][CH:5]=[CH:4][N:3]=1.[CH3:15][N:16]([CH3:30])[CH2:17][CH2:18][CH2:19][C:20]1[C:25]([O:26][CH2:27][CH2:28][OH:29])=[CH:24][CH:23]=[CH:22][N:21]=1, predict the reaction product. (10) The product is: [F:1][C:2]1[CH:10]=[CH:9][C:5]([C:6]([O:8][CH3:17])=[O:7])=[C:4]([SH:11])[CH:3]=1. Given the reactants [F:1][C:2]1[CH:10]=[CH:9][C:5]([C:6]([OH:8])=[O:7])=[C:4]([SH:11])[CH:3]=1.S(=O)(=O)(O)O.[CH3:17]O, predict the reaction product.